Dataset: Forward reaction prediction with 1.9M reactions from USPTO patents (1976-2016). Task: Predict the product of the given reaction. The product is: [ClH:1].[Cl:1][C:2]1[CH:3]=[C:4]([CH:8]=[CH:9][C:10]=1[C:11]1[N:15]([CH3:16])[C:14]([C:17]([CH3:18])([O:19][C:20]2[C:21]([F:28])=[CH:22][C:23]([F:27])=[CH:24][C:25]=2[F:26])[CH3:29])=[N:13][N:12]=1)[C:5]([NH:36][CH3:34])=[O:7]. Given the reactants [Cl:1][C:2]1[CH:3]=[C:4]([CH:8]=[CH:9][C:10]=1[C:11]1[N:15]([CH3:16])[C:14]([C:17]([CH3:29])([O:19][C:20]2[C:25]([F:26])=[CH:24][C:23]([F:27])=[CH:22][C:21]=2[F:28])[CH3:18])=[N:13][N:12]=1)[C:5]([OH:7])=O.C1C=CC2N(O)N=[N:36][C:34]=2C=1.CN(C=O)C.CN.C1COCC1, predict the reaction product.